Dataset: Full USPTO retrosynthesis dataset with 1.9M reactions from patents (1976-2016). Task: Predict the reactants needed to synthesize the given product. (1) The reactants are: [CH2:1]([O:3][C:4]1[CH:32]=[CH:31][C:7]([CH2:8][O:9][C:10]2[CH:11]=[CH:12][C:13]3[O:17][C:16]([CH:18]([NH:20][C:21](=[O:29])[CH2:22][CH2:23][CH2:24][C:25]([O:27]C)=[O:26])[CH3:19])=[CH:15][C:14]=3[CH:30]=2)=[CH:6][CH:5]=1)[CH3:2].[OH-].[Na+]. Given the product [CH2:1]([O:3][C:4]1[CH:5]=[CH:6][C:7]([CH2:8][O:9][C:10]2[CH:11]=[CH:12][C:13]3[O:17][C:16]([CH:18]([NH:20][C:21](=[O:29])[CH2:22][CH2:23][CH2:24][C:25]([OH:27])=[O:26])[CH3:19])=[CH:15][C:14]=3[CH:30]=2)=[CH:31][CH:32]=1)[CH3:2], predict the reactants needed to synthesize it. (2) Given the product [NH2:13][C:6]1[CH:7]=[C:8]([CH:11]=[CH:12][C:5]=1[O:4][C:3]1[CH:16]=[C:17]([CH3:20])[CH:18]=[CH:19][C:2]=1[CH3:1])[C:9]#[N:10], predict the reactants needed to synthesize it. The reactants are: [CH3:1][C:2]1[CH:19]=[CH:18][C:17]([CH3:20])=[CH:16][C:3]=1[O:4][C:5]1[CH:12]=[CH:11][C:8]([C:9]#[N:10])=[CH:7][C:6]=1[N+:13]([O-])=O.S(S([O-])=O)([O-])=O.[Na+].[Na+].O.O1CCOCC1. (3) Given the product [NH2:1][C:2]1[N:7]=[C:6]([N:8]2[CH2:9][CH2:10][C:11]3([CH2:15][NH:14][C@H:13]([C:16]([OH:18])=[O:17])[CH2:12]3)[CH2:19][CH2:20]2)[CH:5]=[C:4]([O:21][C@H:22]([C:27]2[C:28]([N:34]3[CH:38]=[CH:37][C:36]([CH3:39])=[N:35]3)=[N:46][C:30]([CH3:29])=[CH:31][CH:32]=2)[C:23]([F:26])([F:25])[F:24])[N:3]=1, predict the reactants needed to synthesize it. The reactants are: [NH2:1][C:2]1[N:7]=[C:6]([N:8]2[CH2:20][CH2:19][C:11]3([CH2:15][NH:14][C@H:13]([C:16]([OH:18])=[O:17])[CH2:12]3)[CH2:10][CH2:9]2)[CH:5]=[C:4]([O:21][C@H:22]([C:27]2[CH:32]=[CH:31][C:30](Cl)=[CH:29][C:28]=2[N:34]2[CH:38]=[CH:37][C:36]([CH3:39])=[N:35]2)[C:23]([F:26])([F:25])[F:24])[N:3]=1.FC(F)(F)[C@H](C1C(N2C=CC(C)=N2)=[N:46]C(C)=CC=1)O. (4) Given the product [C:1]([O:5][C:6]([N:8]1[CH2:13][C@H:12]([CH2:14][O:15][CH3:34])[N:11]([CH2:16][C:17]([N:19]2[C:27]3[C:22](=[CH:23][CH:24]=[C:25]([Cl:28])[CH:26]=3)[C:21]([CH3:30])([CH3:29])[CH2:20]2)=[O:18])[CH2:10][C@H:9]1[CH3:31])=[O:7])([CH3:4])([CH3:2])[CH3:3], predict the reactants needed to synthesize it. The reactants are: [C:1]([O:5][C:6]([N:8]1[CH2:13][C@H:12]([CH2:14][OH:15])[N:11]([CH2:16][C:17]([N:19]2[C:27]3[C:22](=[CH:23][CH:24]=[C:25]([Cl:28])[CH:26]=3)[C:21]([CH3:30])([CH3:29])[CH2:20]2)=[O:18])[CH2:10][C@H:9]1[CH3:31])=[O:7])([CH3:4])([CH3:3])[CH3:2].[H-].[Na+].[CH3:34]I. (5) Given the product [CH3:5][NH:6][CH2:8][C:9]1[C:17]2[O:16][N:15]=[C:14]([CH2:18][CH2:19][CH:20]3[CH2:21][CH2:22][N:23]([CH2:26][CH2:27][N:28]4[CH:32]=[CH:31][CH:30]=[N:29]4)[CH2:24][CH2:25]3)[C:13]=2[CH:12]=[CH:11][C:10]=1[O:33][CH2:34][CH:35]1[CH2:36][CH2:37]1, predict the reactants needed to synthesize it. The reactants are: COC1C=C(OC)C=CC=1[CH2:5][N:6]([CH2:8][C:9]1[C:17]2[O:16][N:15]=[C:14]([CH2:18][CH2:19][CH:20]3[CH2:25][CH2:24][N:23]([CH2:26][CH2:27][N:28]4[CH:32]=[CH:31][CH:30]=[N:29]4)[CH2:22][CH2:21]3)[C:13]=2[CH:12]=[CH:11][C:10]=1[O:33][CH2:34][CH:35]1[CH2:37][CH2:36]1)C.FC(F)(F)C(OC(=O)C(F)(F)F)=O.C(=O)(O)[O-].[Na+]. (6) Given the product [CH3:26][O:25][C:19]1[CH:18]=[C:17]([C:14]2[CH:15]=[CH:16][C:11]3[N:12]([C:8]([C:5]4[CH:6]=[CH:7][C:2]([N:28]5[CH:32]=[CH:31][CH:30]=[N:29]5)=[CH:3][CH:4]=4)=[C:9]([CH3:27])[N:10]=3)[N:13]=2)[CH:22]=[CH:21][C:20]=1[O:23][CH3:24], predict the reactants needed to synthesize it. The reactants are: Br[C:2]1[CH:7]=[CH:6][C:5]([C:8]2[N:12]3[N:13]=[C:14]([C:17]4[CH:22]=[CH:21][C:20]([O:23][CH3:24])=[C:19]([O:25][CH3:26])[CH:18]=4)[CH:15]=[CH:16][C:11]3=[N:10][C:9]=2[CH3:27])=[CH:4][CH:3]=1.[NH:28]1[CH:32]=[CH:31][CH:30]=[N:29]1.C(=NN)C1C(=CC=CC=1)O.C([O-])([O-])=O.[Cs+].[Cs+]. (7) Given the product [Cl:1][C:2]1[C:10]([O:11][CH3:12])=[CH:9][C:5]2[N:6]([CH2:28][O:29][CH2:30][CH2:31][O:32][CH3:33])[CH:7]=[N:8][C:4]=2[CH:3]=1, predict the reactants needed to synthesize it. The reactants are: [Cl:1][C:2]1[C:10]([O:11][CH3:12])=[CH:9][C:5]2[NH:6][CH:7]=[N:8][C:4]=2[CH:3]=1.C1COCC1.CCN(C(C)C)C(C)C.Cl[CH2:28][O:29][CH2:30][CH2:31][O:32][CH3:33]. (8) Given the product [Br:1][C:2]1[CH:3]=[C:4]2[C:9](=[CH:10][CH:11]=1)[CH2:8][CH:7]([NH2:15])[CH2:6][CH2:5]2, predict the reactants needed to synthesize it. The reactants are: [Br:1][C:2]1[CH:3]=[C:4]2[C:9](=[CH:10][CH:11]=1)[CH2:8][C:7](=O)[CH2:6][CH2:5]2.[BH3-]C#[N:15].[Na+].